From a dataset of Full USPTO retrosynthesis dataset with 1.9M reactions from patents (1976-2016). Predict the reactants needed to synthesize the given product. (1) Given the product [C:13]1([C:21]2[CH:22]=[CH:23][CH:24]=[CH:25][CH:26]=2)[CH:18]=[CH:17][CH:16]=[C:15]([CH2:19][N:10]2[CH2:11][CH2:12][N:7]([C:1]3[CH:6]=[CH:5][CH:4]=[CH:3][CH:2]=3)[CH2:8][CH2:9]2)[CH:14]=1, predict the reactants needed to synthesize it. The reactants are: [C:1]1([N:7]2[CH2:12][CH2:11][NH:10][CH2:9][CH2:8]2)[CH:6]=[CH:5][CH:4]=[CH:3][CH:2]=1.[C:13]1([C:21]2[CH:26]=[CH:25][CH:24]=[CH:23][CH:22]=2)[CH:18]=[CH:17][CH:16]=[C:15]([CH:19]=O)[CH:14]=1.[BH-](OC(C)=O)(OC(C)=O)OC(C)=O.[Na+].C1(C2C=CC=CC=2)C=CC=CC=1CN1CCN(C2C=CC=CC=2)CC1. (2) The reactants are: [CH2:1]([OH:9])[C:2]1[C:3](=[CH:5][CH:6]=[CH:7][CH:8]=1)[OH:4].[CH2:10](N(C(C)C)C(C)C)C.[CH2:19]([Si:37](C)(Cl)Cl)[CH2:20][CH2:21][CH2:22][CH2:23][CH2:24][CH2:25][CH2:26][CH2:27][CH2:28][CH2:29][CH2:30][CH2:31][CH2:32][CH2:33][CH2:34][CH2:35][CH3:36].O. Given the product [CH3:10][CH:20]([CH2:21][CH2:22][CH2:23][CH2:24][CH2:25][CH2:26][CH2:27][CH2:28][CH2:29][CH2:30][CH2:31][CH2:32][CH2:33][CH2:34][CH2:35][CH3:36])[CH2:19][SiH:37]1[O:9][CH2:1][C:2]2[CH:8]=[CH:7][CH:6]=[CH:5][C:3]=2[O:4]1, predict the reactants needed to synthesize it. (3) Given the product [CH3:17][Si:16]([CH3:18])([CH2:3][CH:2]=[CH:4][CH2:5][CH2:6][CH2:7][CH2:8][CH3:9])[O:31][CH:26]([C:20]1[CH:25]=[CH:24][CH:23]=[CH:22][CH:21]=1)[CH2:27][C:28]([CH3:30])=[CH2:29], predict the reactants needed to synthesize it. The reactants are: Br[C:2]([CH2:4][CH2:5][CH2:6][CH2:7][CH2:8][CH3:9])=[CH2:3].[Li]C(C)(C)C.Cl[Si:16](Cl)([CH3:18])[CH3:17].[C:20]1([CH:26]([OH:31])[CH2:27][C:28]([CH3:30])=[CH2:29])[CH:25]=[CH:24][CH:23]=[CH:22][CH:21]=1.CCN(CC)CC. (4) Given the product [CH3:22][C:21]1[CH:23]=[CH:24][C:18]([S:15]([O:14][CH2:13][CH2:12][CH2:11][C:5]2[C:4]3[C:8](=[CH:9][CH:10]=[C:2]([F:1])[CH:3]=3)[NH:7][CH:6]=2)(=[O:17])=[O:16])=[CH:19][CH:20]=1, predict the reactants needed to synthesize it. The reactants are: [F:1][C:2]1[CH:3]=[C:4]2[C:8](=[CH:9][CH:10]=1)[NH:7][CH:6]=[C:5]2[CH2:11][CH2:12][CH2:13][OH:14].[S:15](Cl)([C:18]1[CH:24]=[CH:23][C:21]([CH3:22])=[CH:20][CH:19]=1)(=[O:17])=[O:16]. (5) Given the product [N:15]1[CH:16]=[CH:17][CH:18]=[CH:19][C:14]=1[C:13]1[N:12]2[C:7]([CH:8]=[CH:9][CH:10]=[CH:11]2)=[CH:6][C:5]=1[CH2:3][N:24]1[CH:25]=[N:26][C:27]2[C:23]1=[N:22][CH:21]=[N:20][C:28]=2[NH2:29], predict the reactants needed to synthesize it. The reactants are: C([CH:3]([C:5]1[CH:6]=[C:7]2[N:12]([C:13]=1[C:14]1[CH:19]=[CH:18][CH:17]=[CH:16][N:15]=1)[CH:11]=[CH:10][CH:9]=[CH:8]2)O)C.[N:20]1[C:28]([NH2:29])=[C:27]2[C:23]([N:24]=[CH:25][NH:26]2)=[N:22][CH:21]=1.C1C=CC(P(C2C=CC=CC=2)C2C=CC=CC=2)=CC=1.CC(OC(/N=N/C(OC(C)C)=O)=O)C. (6) Given the product [C:33]([C:28]1[CH:29]=[CH:30][CH:31]=[CH:32][C:27]=1[N:20]1[C:21]2[C:26](=[CH:25][CH:24]=[CH:23][CH:22]=2)[C:18]([CH2:17][N:8]2[C:7](=[O:35])[C@@H:6]([NH:5][C:3](=[O:4])[C@@H:2]([NH:1][CH2:37][C:38]([OH:39])([CH3:41])[CH3:40])[CH3:36])[CH2:12][O:11][C:10]3[CH:13]=[CH:14][CH:15]=[CH:16][C:9]2=3)=[N:19]1)#[N:34], predict the reactants needed to synthesize it. The reactants are: [NH2:1][C@@H:2]([CH3:36])[C:3]([NH:5][C@H:6]1[CH2:12][O:11][C:10]2[CH:13]=[CH:14][CH:15]=[CH:16][C:9]=2[N:8]([CH2:17][C:18]2[C:26]3[C:21](=[CH:22][CH:23]=[CH:24][CH:25]=3)[N:20]([C:27]3[CH:32]=[CH:31][CH:30]=[CH:29][C:28]=3[C:33]#[N:34])[N:19]=2)[C:7]1=[O:35])=[O:4].[CH3:37][C:38]1([CH3:41])[CH2:40][O:39]1. (7) Given the product [Cl:1][C:2]1[CH:3]=[C:4]([CH:9]2[CH2:10][N:11]([C:16]([CH:18]3[CH2:19][CH2:20][N:21]([C:24]([C:26]4([CH3:29])[CH2:27][CH2:28]4)=[O:25])[CH2:22][CH2:23]3)=[O:17])[CH2:12][CH:13]2[N:14]([CH3:15])[C:38]([C:34]2[CH:33]=[C:32]([C:31]([F:30])([F:42])[F:41])[CH:37]=[CH:36][N:35]=2)=[O:40])[CH:5]=[CH:6][C:7]=1[Cl:8], predict the reactants needed to synthesize it. The reactants are: [Cl:1][C:2]1[CH:3]=[C:4]([CH:9]2[CH:13]([NH:14][CH3:15])[CH2:12][N:11]([C:16]([CH:18]3[CH2:23][CH2:22][N:21]([C:24]([C:26]4([CH3:29])[CH2:28][CH2:27]4)=[O:25])[CH2:20][CH2:19]3)=[O:17])[CH2:10]2)[CH:5]=[CH:6][C:7]=1[Cl:8].[F:30][C:31]([F:42])([F:41])[C:32]1[CH:37]=[CH:36][N:35]=[C:34]([C:38]([OH:40])=O)[CH:33]=1. (8) Given the product [OH:1][C:2]1[CH:7]=[CH:6][C:5]([C@H:8]([C:19]2[CH:24]=[CH:23][CH:22]=[CH:21][C:20]=2[CH3:25])[CH2:9][C:10]([C:12]2[CH:17]=[CH:16][N:15]=[C:14]([CH3:18])[CH:13]=2)=[N:27][OH:28])=[CH:4][CH:3]=1, predict the reactants needed to synthesize it. The reactants are: [OH:1][C:2]1[CH:7]=[CH:6][C:5]([C@H:8]([C:19]2[CH:24]=[CH:23][CH:22]=[CH:21][C:20]=2[CH3:25])[CH2:9][C:10]([C:12]2[CH:17]=[CH:16][N:15]=[C:14]([CH3:18])[CH:13]=2)=O)=[CH:4][CH:3]=1.Cl.[NH2:27][OH:28].C(=O)([O-])O.[Na+].